From a dataset of Reaction yield outcomes from USPTO patents with 853,638 reactions. Predict the reaction yield, written as a fraction of the theoretical maximum amount of product (1.0 means a 100% yield; for example, 0.34 means a 34% yield). The reactants are [C:1]12([CH2:11][C:12](O)=O)[CH2:10][CH:5]3[CH2:6][CH:7]([CH2:9][CH:3]([CH2:4]3)[CH2:2]1)[CH2:8]2.C(N(C(C)C)CC)(C)C.CN(C(ON1N=NC2C=CC=CC1=2)=[N+](C)C)C.F[P-](F)(F)(F)(F)F.[CH3:48][C:49]1[CH:58]=[CH:57][C:52]([C:53](=[N:55][OH:56])[NH2:54])=[CH:51][CH:50]=1. The catalyst is CN(C=O)C. The product is [C:1]12([CH2:11][C:12]3[O:56][N:55]=[C:53]([C:52]4[CH:51]=[CH:50][C:49]([CH3:48])=[CH:58][CH:57]=4)[N:54]=3)[CH2:2][CH:3]3[CH2:9][CH:7]([CH2:6][CH:5]([CH2:4]3)[CH2:10]1)[CH2:8]2. The yield is 0.380.